Dataset: Oral bioavailability binary classification data from Ma et al.. Task: Regression/Classification. Given a drug SMILES string, predict its absorption, distribution, metabolism, or excretion properties. Task type varies by dataset: regression for continuous measurements (e.g., permeability, clearance, half-life) or binary classification for categorical outcomes (e.g., BBB penetration, CYP inhibition). Dataset: bioavailability_ma. (1) The molecule is COc1ccc2c(c1OC)C(=O)O[C@@H]2[C@H]1c2c(cc3c(c2OC)OCO3)CCN1C. The result is 1 (high bioavailability). (2) The drug is CN1CCN(CC(=O)N2c3ccccc3C(=O)Nc3cccnc32)CC1. The result is 0 (low bioavailability). (3) The molecule is Cc1cccc(C)c1NC(=O)c1cc(S(N)(=O)=O)c(Cl)cc1O. The result is 1 (high bioavailability). (4) The drug is CN(C)CCC(c1ccccc1)c1ccccn1. The result is 1 (high bioavailability). (5) The molecule is CCC(=O)C1(c2cccc(O)c2)CCN(C)CC1. The result is 1 (high bioavailability). (6) The molecule is CNC1=Nc2ccc(Cl)cc2C(c2ccccc2)=[N+]([O-])C1. The result is 1 (high bioavailability). (7) The drug is CCn1cc(C(=O)O)c(=O)c2cc(F)c(N3CCNCC3)nc21. The result is 1 (high bioavailability). (8) The compound is CCCCC1C(=O)N(c2ccccc2)N(c2ccccc2)C1=O. The result is 1 (high bioavailability). (9) The molecule is CCCN[C@H]1CCc2nc(N)sc2C1. The result is 1 (high bioavailability).